From a dataset of Reaction yield outcomes from USPTO patents with 853,638 reactions. Predict the reaction yield, written as a fraction of the theoretical maximum amount of product (1.0 means a 100% yield; for example, 0.34 means a 34% yield). (1) The reactants are [OH-].[Na+].C1(S([N:12]2[C:20]3[C:15](=[CH:16][CH:17]=[CH:18][CH:19]=3)[C:14]([C:21]3[N:22]=[C:23]([N:43]4[CH2:48][CH2:47][O:46][CH2:45][CH2:44]4)[C:24]4[S:29][C:28]([CH2:30][N:31]5[CH2:42][CH2:41][C:34]6([O:39][CH2:38][C:37](=[O:40])[NH:36][CH2:35]6)[CH2:33][CH2:32]5)=[CH:27][C:25]=4[N:26]=3)=[CH:13]2)(=O)=O)C=CC=CC=1. The catalyst is O1CCOCC1. The product is [NH:12]1[C:20]2[C:15](=[CH:16][CH:17]=[CH:18][CH:19]=2)[C:14]([C:21]2[N:22]=[C:23]([N:43]3[CH2:48][CH2:47][O:46][CH2:45][CH2:44]3)[C:24]3[S:29][C:28]([CH2:30][N:31]4[CH2:42][CH2:41][C:34]5([O:39][CH2:38][C:37](=[O:40])[NH:36][CH2:35]5)[CH2:33][CH2:32]4)=[CH:27][C:25]=3[N:26]=2)=[CH:13]1. The yield is 0.400. (2) The reactants are [Cl:1][Si:2](Cl)([Cl:17])[CH:3]1[CH2:8][Si:7]([Cl:10])([Cl:9])[CH:6]([Si:11](Cl)([Cl:13])[Cl:12])[CH2:5][Si:4]1([Cl:16])[Cl:15].C[SiH](Cl)Cl. The catalyst is [Cl-].C([P+](CCCC)(CCCC)CCCC)CCC. The product is [Cl:13][SiH:11]([Cl:12])[CH:6]1[CH2:5][Si:4]([Cl:15])([Cl:16])[CH:3]([SiH:2]([Cl:1])[Cl:17])[CH2:8][Si:7]1([Cl:10])[Cl:9]. The yield is 0.801.